Dataset: Full USPTO retrosynthesis dataset with 1.9M reactions from patents (1976-2016). Task: Predict the reactants needed to synthesize the given product. (1) Given the product [CH3:26][C:24]1[N:25]=[C:20]([C:6]2[S:7][CH:8]=[CH:9][CH:10]=2)[CH:21]=[C:22]2[CH2:30][CH2:29][O:28][C:27](=[O:31])[C:23]=12, predict the reactants needed to synthesize it. The reactants are: C([Sn](CCCC)(CCCC)[C:6]1[S:7][CH:8]=[CH:9][CH:10]=1)CCC.Cl[C:20]1[CH:21]=[C:22]2[CH2:30][CH2:29][O:28][C:27](=[O:31])[C:23]2=[C:24]([CH3:26])[N:25]=1.[F-].[K+]. (2) Given the product [CH3:12][N:13]([C@@H:14]([C:16]1[CH:21]=[CH:20][CH:19]=[CH:18][CH:17]=1)[CH3:15])[C:2]1[CH:3]=[CH:4][C:5]2[N:6]([C:8]([CH3:11])=[N:9][N:10]=2)[N:7]=1, predict the reactants needed to synthesize it. The reactants are: Cl[C:2]1[CH:3]=[CH:4][C:5]2[N:6]([C:8]([CH3:11])=[N:9][N:10]=2)[N:7]=1.[CH3:12][NH:13][C@@H:14]([C:16]1[CH:21]=[CH:20][CH:19]=[CH:18][CH:17]=1)[CH3:15].